Dataset: Caco-2 cell permeability data measuring drug intestinal absorption for ~900 compounds. Task: Regression/Classification. Given a drug SMILES string, predict its absorption, distribution, metabolism, or excretion properties. Task type varies by dataset: regression for continuous measurements (e.g., permeability, clearance, half-life) or binary classification for categorical outcomes (e.g., BBB penetration, CYP inhibition). For this dataset (caco2_wang), we predict Y. (1) The drug is CC(C)CNC(=O)[C@H](C)NC[C@H](Cc1ccccc1)NC(=O)c1cc(C(=O)N[C@H](C)c2ccc(F)cc2)cc(N(C)S(C)(=O)=O)c1. The Y is -5.00 log Papp (cm/s). (2) The compound is CN1CCN(C(=O)CCNC(=O)[C@@H](Cc2ccccc2)NC(=O)C2(NC(=O)c3cc4ccccc4s3)CCCC2)CC1. The Y is -5.70 log Papp (cm/s).